Dataset: Catalyst prediction with 721,799 reactions and 888 catalyst types from USPTO. Task: Predict which catalyst facilitates the given reaction. (1) Reactant: [NH2:1][C:2]1[C:7]([N+:8]([O-])=O)=[C:6]([N:11]2[CH2:16][CH2:15][N:14]([CH2:17][C:18]([NH:20][C:21]3[O:25][N:24]=[C:23]([CH3:26])[CH:22]=3)=[O:19])[CH2:13][CH2:12]2)[C:5]([Cl:27])=[CH:4][N:3]=1.[CH:28](=O)[C:29]1[CH:34]=[CH:33][C:32]([O:35][CH3:36])=[CH:31][CH:30]=1.[O-]S(S([O-])=O)=O.[Na+].[Na+]. Product: [Cl:27][C:5]1[C:6]([N:11]2[CH2:12][CH2:13][N:14]([CH2:17][C:18]([NH:20][C:21]3[O:25][N:24]=[C:23]([CH3:26])[CH:22]=3)=[O:19])[CH2:15][CH2:16]2)=[C:7]2[N:8]=[C:28]([C:29]3[CH:34]=[CH:33][C:32]([O:35][CH3:36])=[CH:31][CH:30]=3)[NH:1][C:2]2=[N:3][CH:4]=1. The catalyst class is: 8. (2) Reactant: F[C:2]1[C:7]([C:8]2[N:16]=[C:15]([CH3:17])[N:14]=[C:13]3[C:9]=2[N:10]=[CH:11][N:12]3[CH:18]2[CH2:23][CH2:22][CH2:21][CH2:20][O:19]2)=[CH:6][C:5]([CH2:24][O:25][CH2:26][C:27]2[CH:32]=[CH:31][C:30]([O:33][CH3:34])=[CH:29][CH:28]=2)=[CH:4][N:3]=1.[O:35]1[CH2:40][CH2:39][CH2:38][CH2:37][CH:36]1[N:41]1[C:49]2[CH:48]=[CH:47][CH:46]=[C:45]([NH2:50])[C:44]=2[CH:43]=[N:42]1.[Li+].C[Si]([N-][Si](C)(C)C)(C)C. Product: [CH3:34][O:33][C:30]1[CH:31]=[CH:32][C:27]([CH2:26][O:25][CH2:24][C:5]2[CH:6]=[C:7]([C:8]3[N:16]=[C:15]([CH3:17])[N:14]=[C:13]4[C:9]=3[N:10]=[CH:11][N:12]4[CH:18]3[CH2:23][CH2:22][CH2:21][CH2:20][O:19]3)[C:2]([NH:50][C:45]3[C:44]4[CH:43]=[N:42][N:41]([CH:36]5[CH2:37][CH2:38][CH2:39][CH2:40][O:35]5)[C:49]=4[CH:48]=[CH:47][CH:46]=3)=[N:3][CH:4]=2)=[CH:28][CH:29]=1. The catalyst class is: 1.